This data is from Reaction yield outcomes from USPTO patents with 853,638 reactions. The task is: Predict the reaction yield, written as a fraction of the theoretical maximum amount of product (1.0 means a 100% yield; for example, 0.34 means a 34% yield). (1) The reactants are Cl[C:2]1[C:3]2[S:10][C:9]([C:11]([NH:13][CH2:14][CH2:15][N:16]3[CH2:21][CH2:20][O:19][CH2:18][CH2:17]3)=[O:12])=[CH:8][C:4]=2[N:5]=[CH:6][N:7]=1.[F:22][C:23]1[CH:28]=[C:27]([N+:29]([O-:31])=[O:30])[CH:26]=[CH:25][C:24]=1[OH:32].C([O-])([O-])=O.[K+].[K+].CO.C(Cl)Cl. The catalyst is O(C1C=CC=CC=1)C1C=CC=CC=1. The product is [F:22][C:23]1[CH:28]=[C:27]([N+:29]([O-:31])=[O:30])[CH:26]=[CH:25][C:24]=1[O:32][C:2]1[C:3]2[S:10][C:9]([C:11]([NH:13][CH2:14][CH2:15][N:16]3[CH2:21][CH2:20][O:19][CH2:18][CH2:17]3)=[O:12])=[CH:8][C:4]=2[N:5]=[CH:6][N:7]=1. The yield is 0.910. (2) The reactants are [Cl:1][C:2]1[CH:27]=[C:26]([N+:28]([O-])=O)[CH:25]=[CH:24][C:3]=1[O:4][CH2:5][CH2:6][N:7]([CH2:15][C:16]1[CH:21]=[CH:20][C:19]([F:22])=[CH:18][C:17]=1[F:23])[C:8](=[O:14])[O:9][C:10]([CH3:13])([CH3:12])[CH3:11].S(S([O-])=O)([O-])=O.[Na+].[Na+]. The catalyst is C(O)C. The product is [NH2:28][C:26]1[CH:25]=[CH:24][C:3]([O:4][CH2:5][CH2:6][N:7]([CH2:15][C:16]2[CH:21]=[CH:20][C:19]([F:22])=[CH:18][C:17]=2[F:23])[C:8](=[O:14])[O:9][C:10]([CH3:13])([CH3:11])[CH3:12])=[C:2]([Cl:1])[CH:27]=1. The yield is 0.950. (3) The reactants are [Cl:1][C:2]1[CH:7]=[C:6]([Cl:8])[CH:5]=[CH:4][C:3]=1[CH:9]([NH:15][O:16][CH3:17])[CH:10]([N+:12]([O-])=O)[CH3:11].Cl. The catalyst is [Zn].CC(O)C. The product is [NH2:12][CH:10]([CH3:11])[CH:9]([NH:15][O:16][CH3:17])[C:3]1[CH:4]=[CH:5][C:6]([Cl:8])=[CH:7][C:2]=1[Cl:1]. The yield is 1.00. (4) The reactants are [Cl:1][C:2]1[CH:11]=[C:10]([O:12][CH3:13])[CH:9]=[CH:8][C:3]=1[C:4](=[N:6][OH:7])[NH2:5].[Cl:14][C:15]1[C:16]2[N:17]([CH:25]=[C:26]([C:28](O)=O)[N:27]=2)[CH:18]=[C:19]([C:21]([F:24])([F:23])[F:22])[CH:20]=1.CCN=C=NCCCN(C)C.Cl.C1C=CC2N(O)N=NC=2C=1. The catalyst is CN(C=O)C. The product is [Cl:1][C:2]1[CH:11]=[C:10]([O:12][CH3:13])[CH:9]=[CH:8][C:3]=1[C:4]1[N:5]=[C:28]([C:26]2[N:27]=[C:16]3[C:15]([Cl:14])=[CH:20][C:19]([C:21]([F:22])([F:23])[F:24])=[CH:18][N:17]3[CH:25]=2)[O:7][N:6]=1. The yield is 0.500.